From a dataset of Catalyst prediction with 721,799 reactions and 888 catalyst types from USPTO. Predict which catalyst facilitates the given reaction. Reactant: [CH:1]1([NH:6][S:7]([C:10]2[CH:15]=[C:14]([C:16]3[C:17]([CH3:22])=[N:18][O:19][C:20]=3[CH3:21])[CH:13]=[CH:12][C:11]=2[N+:23]([O-])=O)(=[O:9])=[O:8])[CH2:5][CH2:4][CH2:3][CH2:2]1. Product: [NH2:23][C:11]1[CH:12]=[CH:13][C:14]([C:16]2[C:17]([CH3:22])=[N:18][O:19][C:20]=2[CH3:21])=[CH:15][C:10]=1[S:7]([NH:6][CH:1]1[CH2:5][CH2:4][CH2:3][CH2:2]1)(=[O:8])=[O:9]. The catalyst class is: 565.